From a dataset of Reaction yield outcomes from USPTO patents with 853,638 reactions. Predict the reaction yield, written as a fraction of the theoretical maximum amount of product (1.0 means a 100% yield; for example, 0.34 means a 34% yield). (1) The reactants are [F:1][C:2]1[C:10]([C:11]([F:14])([F:13])[F:12])=[CH:9][CH:8]=[CH:7][C:3]=1[C:4](Cl)=[O:5].N1C=CC=CC=1.Cl.[CH3:22][NH:23][O:24][CH3:25].O. The catalyst is ClCCl. The product is [F:1][C:2]1[C:10]([C:11]([F:14])([F:13])[F:12])=[CH:9][CH:8]=[CH:7][C:3]=1[C:4]([N:23]([O:24][CH3:25])[CH3:22])=[O:5]. The yield is 0.780. (2) The reactants are [NH2:1][C:2]1[N:7]=[CH:6][N:5]=[C:4]2[N:8]([C@@H:30]3[CH2:35][CH2:34][CH2:33][N:32]([C:36](=[O:40])[CH2:37][C:38]#[N:39])[CH2:31]3)[N:9]=[C:10]([C:11]3[CH:16]=[CH:15][C:14]([NH:17][C:18](=[O:29])[C:19]4[CH:24]=[CH:23][C:22]([C:25]([F:28])([F:27])[F:26])=[CH:21][CH:20]=4)=[CH:13][CH:12]=3)[C:3]=12.[CH:41]1([CH:44]=O)[CH2:43][CH2:42]1.N1CCCCC1. The catalyst is CO. The product is [NH2:1][C:2]1[N:7]=[CH:6][N:5]=[C:4]2[N:8]([C@@H:30]3[CH2:35][CH2:34][CH2:33][N:32]([C:36](=[O:40])[C:37]([C:38]#[N:39])=[CH:44][CH:41]4[CH2:43][CH2:42]4)[CH2:31]3)[N:9]=[C:10]([C:11]3[CH:12]=[CH:13][C:14]([NH:17][C:18](=[O:29])[C:19]4[CH:20]=[CH:21][C:22]([C:25]([F:28])([F:27])[F:26])=[CH:23][CH:24]=4)=[CH:15][CH:16]=3)[C:3]=12. The yield is 0.600. (3) The reactants are Cl[CH2:2][CH2:3][CH2:4][N:5]1[C:14]2[C:9](=[CH:10][CH:11]=[CH:12][CH:13]=2)[CH:8]=[CH:7][C:6]1=[O:15].C([O-])([O-])=O.[K+].[K+].[CH2:22]([CH:26]1[CH2:31][CH2:30][NH:29][CH2:28][CH2:27]1)[CH2:23][CH2:24][CH3:25].CC#N. The catalyst is CCOC(C)=O. The product is [CH2:22]([CH:26]1[CH2:31][CH2:30][N:29]([CH2:2][CH2:3][CH2:4][N:5]2[C:14]3[C:9](=[CH:10][CH:11]=[CH:12][CH:13]=3)[CH:8]=[CH:7][C:6]2=[O:15])[CH2:28][CH2:27]1)[CH2:23][CH2:24][CH3:25]. The yield is 0.490.